Dataset: NCI-60 drug combinations with 297,098 pairs across 59 cell lines. Task: Regression. Given two drug SMILES strings and cell line genomic features, predict the synergy score measuring deviation from expected non-interaction effect. (1) Drug 1: C1C(C(OC1N2C=C(C(=O)NC2=O)F)CO)O. Drug 2: CC(C)(C#N)C1=CC(=CC(=C1)CN2C=NC=N2)C(C)(C)C#N. Cell line: UACC62. Synergy scores: CSS=24.9, Synergy_ZIP=-6.68, Synergy_Bliss=1.65, Synergy_Loewe=-12.5, Synergy_HSA=0.515. (2) Drug 1: CNC(=O)C1=NC=CC(=C1)OC2=CC=C(C=C2)NC(=O)NC3=CC(=C(C=C3)Cl)C(F)(F)F. Drug 2: COCCOC1=C(C=C2C(=C1)C(=NC=N2)NC3=CC=CC(=C3)C#C)OCCOC.Cl. Cell line: PC-3. Synergy scores: CSS=2.52, Synergy_ZIP=0.615, Synergy_Bliss=5.96, Synergy_Loewe=4.72, Synergy_HSA=4.92. (3) Drug 1: CC1=C(N=C(N=C1N)C(CC(=O)N)NCC(C(=O)N)N)C(=O)NC(C(C2=CN=CN2)OC3C(C(C(C(O3)CO)O)O)OC4C(C(C(C(O4)CO)O)OC(=O)N)O)C(=O)NC(C)C(C(C)C(=O)NC(C(C)O)C(=O)NCCC5=NC(=CS5)C6=NC(=CS6)C(=O)NCCC[S+](C)C)O. Drug 2: C1=NC2=C(N1)C(=S)N=CN2. Cell line: 786-0. Synergy scores: CSS=68.8, Synergy_ZIP=-5.93, Synergy_Bliss=-0.164, Synergy_Loewe=0.292, Synergy_HSA=0.611. (4) Drug 1: CCCS(=O)(=O)NC1=C(C(=C(C=C1)F)C(=O)C2=CNC3=C2C=C(C=N3)C4=CC=C(C=C4)Cl)F. Drug 2: C(CC(=O)O)C(=O)CN.Cl. Cell line: LOX IMVI. Synergy scores: CSS=41.0, Synergy_ZIP=0.823, Synergy_Bliss=1.08, Synergy_Loewe=4.38, Synergy_HSA=6.73. (5) Drug 2: C1C(C(OC1N2C=NC(=NC2=O)N)CO)O. Synergy scores: CSS=23.7, Synergy_ZIP=-2.40, Synergy_Bliss=2.90, Synergy_Loewe=1.50, Synergy_HSA=1.33. Cell line: MDA-MB-435. Drug 1: C1CN(CCN1C(=O)CCBr)C(=O)CCBr. (6) Drug 1: C1=CC(=CC=C1CCC2=CNC3=C2C(=O)NC(=N3)N)C(=O)NC(CCC(=O)O)C(=O)O. Drug 2: CCC1=C2CN3C(=CC4=C(C3=O)COC(=O)C4(CC)O)C2=NC5=C1C=C(C=C5)O. Cell line: M14. Synergy scores: CSS=36.1, Synergy_ZIP=2.12, Synergy_Bliss=2.39, Synergy_Loewe=3.06, Synergy_HSA=5.31. (7) Drug 1: CC1=C2C(C(=O)C3(C(CC4C(C3C(C(C2(C)C)(CC1OC(=O)C(C(C5=CC=CC=C5)NC(=O)C6=CC=CC=C6)O)O)OC(=O)C7=CC=CC=C7)(CO4)OC(=O)C)O)C)OC(=O)C. Drug 2: N.N.Cl[Pt+2]Cl. Cell line: SF-295. Synergy scores: CSS=41.3, Synergy_ZIP=-4.61, Synergy_Bliss=0.761, Synergy_Loewe=-10.8, Synergy_HSA=1.18.